Dataset: Catalyst prediction with 721,799 reactions and 888 catalyst types from USPTO. Task: Predict which catalyst facilitates the given reaction. (1) The catalyst class is: 3. Reactant: [F:1][C:2]1[C:7]2[CH2:8][CH2:9][C:10]3[CH:15]=[CH:14][N:13]=[CH:12][C:11]=3[CH:16]([N:17]=[C:18]=[S:19])[C:6]=2[CH:5]=[CH:4][CH:3]=1.[Cl:20][C:21]1[CH:22]=[C:23]([N:29]([CH3:35])[C:30]([CH:32]2[CH2:34][CH2:33]2)=[O:31])[CH:24]=[N:25][C:26]=1[NH:27][NH2:28]. Product: [Cl:20][C:21]1[CH:22]=[C:23]([N:29]([CH3:35])[C:30]([CH:32]2[CH2:33][CH2:34]2)=[O:31])[CH:24]=[N:25][C:26]=1[NH:27][NH:28][C:18]([NH:17][CH:16]1[C:11]2[CH:12]=[N:13][CH:14]=[CH:15][C:10]=2[CH2:9][CH2:8][C:7]2[C:2]([F:1])=[CH:3][CH:4]=[CH:5][C:6]1=2)=[S:19]. (2) Reactant: [C:1]([O:5][C:6](=[O:42])[N:7]([CH2:9][CH:10]([O:34][Si:35]([C:38]([CH3:41])([CH3:40])[CH3:39])([CH3:37])[CH3:36])[CH2:11][O:12][C:13]1[CH:18]=[CH:17][CH:16]=[C:15]([C:19]2[N:24]=[C:23](Cl)[CH:22]=[C:21]([N:26]([CH3:33])[CH:27]3[CH2:32][CH2:31][O:30][CH2:29][CH2:28]3)[N:20]=2)[CH:14]=1)[CH3:8])([CH3:4])([CH3:3])[CH3:2].C([O-])([O-])=O.[Na+].[Na+].[N:49]1[CH:54]=[CH:53][C:52](B(O)O)=[CH:51][CH:50]=1. The catalyst class is: 70. Product: [C:1]([O:5][C:6](=[O:42])[N:7]([CH2:9][CH:10]([O:34][Si:35]([C:38]([CH3:41])([CH3:40])[CH3:39])([CH3:37])[CH3:36])[CH2:11][O:12][C:13]1[CH:18]=[CH:17][CH:16]=[C:15]([C:19]2[N:20]=[C:21]([N:26]([CH3:33])[CH:27]3[CH2:32][CH2:31][O:30][CH2:29][CH2:28]3)[CH:22]=[C:23]([C:52]3[CH:53]=[CH:54][N:49]=[CH:50][CH:51]=3)[N:24]=2)[CH:14]=1)[CH3:8])([CH3:4])([CH3:3])[CH3:2]. (3) Reactant: C(OC([N:8]1[CH2:13][CH2:12][N:11]([S:14]([C:17]2[CH:18]=[C:19]3[C:24](=[CH:25][CH:26]=2)[CH:23]=[N:22][CH:21]=[CH:20]3)(=[O:16])=[O:15])[CH2:10][CH2:9]1)=O)(C)(C)C.[ClH:27].O1CCOCC1. Product: [ClH:27].[ClH:27].[N:11]1([S:14]([C:17]2[CH:18]=[C:19]3[C:24](=[CH:25][CH:26]=2)[CH:23]=[N:22][CH:21]=[CH:20]3)(=[O:16])=[O:15])[CH2:12][CH2:13][NH:8][CH2:9][CH2:10]1. The catalyst class is: 4. (4) Reactant: C([O:4][C:5](=[O:34])[C:6]1[CH:11]=[CH:10][C:9]([C:12]([F:15])([F:14])[F:13])=[CH:8][C:7]=1[C:16]1[CH:25]=[C:24]2[C:19]([C@H:20]([OH:33])[C@@H:21]([CH2:26][C:27]3[CH:32]=[CH:31][CH:30]=[CH:29][CH:28]=3)[CH2:22][O:23]2)=[CH:18][CH:17]=1)(C)C.O.O.[OH-].[Li+]. Product: [CH2:26]([C@@H:21]1[C@@H:20]([OH:33])[C:19]2[C:24](=[CH:25][C:16]([C:7]3[CH:8]=[C:9]([C:12]([F:15])([F:13])[F:14])[CH:10]=[CH:11][C:6]=3[C:5]([OH:34])=[O:4])=[CH:17][CH:18]=2)[O:23][CH2:22]1)[C:27]1[CH:28]=[CH:29][CH:30]=[CH:31][CH:32]=1. The catalyst class is: 32. (5) Reactant: [H-].[Na+].[CH3:3][O:4][C:5]1[CH:10]=[C:9]([O:11][CH3:12])[CH:8]=[CH:7][C:6]=1[CH2:13][OH:14].F[C:16]1[C:21]2[N:22]=[C:23]([C:25]3[C:26]([NH2:31])=[N:27][CH:28]=[CH:29][CH:30]=3)[O:24][C:20]=2[CH:19]=[CH:18][CH:17]=1. The catalyst class is: 7. Product: [CH3:3][O:4][C:5]1[CH:10]=[C:9]([O:11][CH3:12])[CH:8]=[CH:7][C:6]=1[CH2:13][O:14][C:16]1[C:21]2[N:22]=[C:23]([C:25]3[C:26]([NH2:31])=[N:27][CH:28]=[CH:29][CH:30]=3)[O:24][C:20]=2[CH:19]=[CH:18][CH:17]=1. (6) The catalyst class is: 3. Product: [CH2:11]([N:3]1[C:2]([NH2:1])=[C:6]([C:7]#[N:8])[CH:5]=[N:4]1)[CH:10]=[CH2:9]. Reactant: [NH2:1][C:2]1[C:6]([C:7]#[N:8])=[CH:5][NH:4][N:3]=1.[CH2:9](Br)[CH:10]=[CH2:11].C(=O)([O-])[O-].[K+].[K+]. (7) Reactant: [CH3:1][O:2][C:3](=[O:15])[CH:4](Cl)[C:5]([C:7]1[CH:12]=[CH:11][C:10]([F:13])=[CH:9][CH:8]=1)=[O:6].[C:16]([O-:19])(=[O:18])[CH3:17].[K+]. Product: [CH3:1][O:2][C:3](=[O:15])[CH:4]([O:19][C:16](=[O:18])[CH3:17])[C:5]([C:7]1[CH:12]=[CH:11][C:10]([F:13])=[CH:9][CH:8]=1)=[O:6]. The catalyst class is: 3. (8) Reactant: Cl[C:2]1[C:3]([N:12]2[CH2:17][CH2:16][N:15]([C:18]([NH:20][C:21]3[CH:26]=[CH:25][CH:24]=[C:23]([F:27])[CH:22]=3)=[O:19])[CH2:14][CH:13]2[C:28]2[CH:33]=[CH:32][CH:31]=[CH:30][CH:29]=2)=[N:4][C:5]2[C:10]([N:11]=1)=[CH:9][CH:8]=[CH:7][CH:6]=2. Product: [F:27][C:23]1[CH:22]=[C:21]([NH:20][C:18]([N:15]2[CH2:16][CH2:17][N:12]([C:3]3[CH:2]=[N:11][C:10]4[C:5](=[CH:6][CH:7]=[CH:8][CH:9]=4)[N:4]=3)[CH:13]([C:28]3[CH:29]=[CH:30][CH:31]=[CH:32][CH:33]=3)[CH2:14]2)=[O:19])[CH:26]=[CH:25][CH:24]=1. The catalyst class is: 50. (9) Reactant: [N:1]([CH2:4][C:5]1[CH:14]=[CH:13][C:8]([C:9]([O:11][CH3:12])=[O:10])=[C:7]([Cl:15])[CH:6]=1)=[N+]=[N-].[CH3:16][C:17]([O:20][C:21](O[C:21]([O:20][C:17]([CH3:19])([CH3:18])[CH3:16])=[O:22])=[O:22])([CH3:19])[CH3:18]. Product: [C:17]([O:20][C:21]([NH:1][CH2:4][C:5]1[CH:14]=[CH:13][C:8]([C:9]([O:11][CH3:12])=[O:10])=[C:7]([Cl:15])[CH:6]=1)=[O:22])([CH3:19])([CH3:18])[CH3:16]. The catalyst class is: 29. (10) Reactant: [NH2:1][C:2]([C:4]1[CH:5]=[N:6][C:7]2[C:12]([C:13]=1[NH:14][C:15]1[CH:16]=[C:17]([CH:23]=[CH:24][CH:25]=1)[C:18]([O:20][CH2:21][CH3:22])=[O:19])=[CH:11][CH:10]=[C:9](Cl)[CH:8]=2)=[O:3].[CH3:27][O:28][C:29]1[CH:34]=[CH:33][CH:32]=[CH:31][C:30]=1B(O)O.C(=O)([O-])[O-].[K+].[K+]. The catalyst class is: 70. Product: [NH2:1][C:2]([C:4]1[CH:5]=[N:6][C:7]2[C:12]([C:13]=1[NH:14][C:15]1[CH:16]=[C:17]([CH:23]=[CH:24][CH:25]=1)[C:18]([O:20][CH2:21][CH3:22])=[O:19])=[CH:11][CH:10]=[C:9]([C:30]1[CH:31]=[CH:32][CH:33]=[CH:34][C:29]=1[O:28][CH3:27])[CH:8]=2)=[O:3].